From a dataset of Reaction yield outcomes from USPTO patents with 853,638 reactions. Predict the reaction yield, written as a fraction of the theoretical maximum amount of product (1.0 means a 100% yield; for example, 0.34 means a 34% yield). (1) The reactants are [CH3:1][O:2][C:3]1[CH:7]=[C:6]([C:8]([F:11])([F:10])[F:9])[S:5][C:4]=1[C:12]([OH:14])=[O:13].C([Li])CCC.[Li+].CC([N-]C(C)C)C.C(NC(C)C)(C)C.[CH2:35]([S:42][S:42][CH2:35][C:36]1[CH:41]=[CH:40][CH:39]=[CH:38][CH:37]=1)[C:36]1[CH:41]=[CH:40][CH:39]=[CH:38][CH:37]=1. The catalyst is C1COCC1. The product is [CH2:35]([S:42][C:7]1[C:3]([O:2][CH3:1])=[C:4]([C:12]([OH:14])=[O:13])[S:5][C:6]=1[C:8]([F:10])([F:11])[F:9])[C:36]1[CH:41]=[CH:40][CH:39]=[CH:38][CH:37]=1. The yield is 0.430. (2) The reactants are C(=O)([O-])[O-].[K+].[K+].Br[C:8]1[C:16]2[C:11](=[CH:12][C:13]([NH2:17])=[CH:14][CH:15]=2)[N:10]([S:18]([C:21]2[CH:26]=[CH:25][CH:24]=[CH:23][CH:22]=2)(=[O:20])=[O:19])[CH:9]=1.[N+:27]([C:30]1[CH:35]=[CH:34][C:33](B(O)O)=[CH:32][CH:31]=1)([O-:29])=[O:28]. The catalyst is O1CCCC1.C(=O)(O)[O-].[Na+].C(OCC)(=O)C.C1(P(C2C=CC=CC=2)C2C=CC=CC=2)C=CC=CC=1.C1(P(C2C=CC=CC=2)C2C=CC=CC=2)C=CC=CC=1.C1(P(C2C=CC=CC=2)C2C=CC=CC=2)C=CC=CC=1.C1(P(C2C=CC=CC=2)C2C=CC=CC=2)C=CC=CC=1.[Pd]. The product is [N+:27]([C:30]1[CH:35]=[CH:34][C:33]([C:8]2[C:16]3[C:11](=[CH:12][C:13]([NH2:17])=[CH:14][CH:15]=3)[N:10]([S:18]([C:21]3[CH:26]=[CH:25][CH:24]=[CH:23][CH:22]=3)(=[O:20])=[O:19])[CH:9]=2)=[CH:32][CH:31]=1)([O-:29])=[O:28]. The yield is 0.650. (3) The reactants are [C:1]1([CH2:7]/[CH:8]=[CH:9]/[CH2:10][OH:11])[CH:6]=[CH:5][CH:4]=[CH:3][CH:2]=1.ClC1C=CC=C(C(OO)=[O:20])C=1. The catalyst is C(Cl)Cl. The product is [CH2:7]([CH:8]1[O:20][CH:9]1[CH2:10][OH:11])[C:1]1[CH:6]=[CH:5][CH:4]=[CH:3][CH:2]=1. The yield is 0.880. (4) The reactants are [CH2:1]([NH2:6])[CH2:2][CH:3]([CH3:5])[CH3:4].[CH2:7]1[CH2:13][S:10](=[O:12])(=[O:11])[O:9][CH2:8]1.CC(C)=O. The catalyst is CC(=O)CC. The product is [CH2:1]([NH:6][CH2:8][CH2:7][CH2:13][S:10]([OH:12])(=[O:11])=[O:9])[CH2:2][CH:3]([CH3:5])[CH3:4]. The yield is 0.620. (5) The reactants are Cl[C:2]1[N:7]=[CH:6][C:5]([CH:8]2[CH2:10][CH2:9]2)=[CH:4][N:3]=1.Cl.ClC1C=C(N2C(=O)C=C(OC3CCNCC3)C(C#N)=N2)C=CC=1Cl.ClC1N=CC(CCC)=CN=1.Cl.[C:47]([C:49]1[CH:54]=[CH:53][C:52]([N:55]2[C:60](=[O:61])[CH:59]=[C:58]([O:62][CH:63]3[CH2:68][CH2:67][NH:66][CH2:65][CH2:64]3)[C:57]([C:69]#[N:70])=[N:56]2)=[CH:51][C:50]=1[F:71])#[N:48]. No catalyst specified. The product is [C:47]([C:49]1[CH:54]=[CH:53][C:52]([N:55]2[C:60](=[O:61])[CH:59]=[C:58]([O:62][CH:63]3[CH2:64][CH2:65][N:66]([C:2]4[N:3]=[CH:4][C:5]([CH2:8][CH2:10][CH3:9])=[CH:6][N:7]=4)[CH2:67][CH2:68]3)[C:57]([C:69]#[N:70])=[N:56]2)=[CH:51][C:50]=1[F:71])#[N:48]. The yield is 0.560. (6) The reactants are N1([C:7]([C:9]2[N:14]=[CH:13][C:12]([N:15]3[CH2:20][CH2:19][O:18][CH2:17][CH2:16]3)=[CH:11][CH:10]=2)=[O:8])CCCCC1.Cl.[OH-:22].[K+]. The product is [O:18]1[CH2:19][CH2:20][N:15]([C:12]2[CH:11]=[CH:10][C:9]([C:7]([OH:8])=[O:22])=[N:14][CH:13]=2)[CH2:16][CH2:17]1. The yield is 0.710. No catalyst specified.